Dataset: Forward reaction prediction with 1.9M reactions from USPTO patents (1976-2016). Task: Predict the product of the given reaction. (1) The product is: [F:3][C:4]1[CH:5]=[C:6]([NH2:17])[C:7]([NH2:16])=[CH:8][C:9]=1[O:10][CH2:11][CH2:12][CH2:13][O:14][CH3:15]. Given the reactants [H][H].[F:3][C:4]1[C:9]([O:10][CH2:11][CH2:12][CH2:13][O:14][CH3:15])=[CH:8][C:7]([NH2:16])=[C:6]([N+:17]([O-])=O)[CH:5]=1, predict the reaction product. (2) The product is: [CH3:14][O:15][C:16](=[O:19])[CH2:17][N:3]1[C:11]2[C:6](=[CH:7][CH:8]=[CH:9][CH:10]=2)[C:5]([CH:12]=[O:13])=[CH:4]1. Given the reactants [H-].[Na+].[NH:3]1[C:11]2[C:6](=[CH:7][CH:8]=[CH:9][CH:10]=2)[C:5]([CH:12]=[O:13])=[CH:4]1.[CH3:14][O:15][C:16](=[O:19])[CH2:17]Cl, predict the reaction product. (3) Given the reactants [C:1]([CH2:4][CH2:5][C:6]1[C:14]2[B:13]([OH:15])[O:12][CH2:11][C:10]=2[CH:9]=[CH:8][CH:7]=1)([OH:3])=O.[NH2:16][C:17]1[CH:22]=[CH:21][CH:20]=[CH:19][CH:18]=1.CCN=C=NCCCN(C)C, predict the reaction product. The product is: [C:17]1([NH:16][C:1]([CH2:4][CH2:5][C:6]2[C:14]3[B:13]([OH:15])[O:12][CH2:11][C:10]=3[CH:9]=[CH:8][CH:7]=2)=[O:3])[CH:22]=[CH:21][CH:20]=[CH:19][CH:18]=1.